From a dataset of Reaction yield outcomes from USPTO patents with 853,638 reactions. Predict the reaction yield, written as a fraction of the theoretical maximum amount of product (1.0 means a 100% yield; for example, 0.34 means a 34% yield). (1) The reactants are Cl[CH2:2][C:3]([NH:5][C:6]1[CH:11]=[C:10]([C:12]2[N:13]([CH2:25][CH3:26])[C:14]3[C:19]([C:20]=2[C:21]#[N:22])=[CH:18][CH:17]=[C:16]([O:23][CH3:24])[CH:15]=3)[CH:9]=[CH:8][C:7]=1[OH:27])=[O:4].C([O-])([O-])=O.[K+].[K+]. The catalyst is CN(C=O)C. The product is [CH2:25]([N:13]1[C:14]2[C:19](=[CH:18][CH:17]=[C:16]([O:23][CH3:24])[CH:15]=2)[C:20]([C:21]#[N:22])=[C:12]1[C:10]1[CH:9]=[CH:8][C:7]2[O:27][CH2:2][C:3](=[O:4])[NH:5][C:6]=2[CH:11]=1)[CH3:26]. The yield is 0.900. (2) The reactants are [Cl:1]C(OCCCl)=O.C[N:9]1[CH2:14][CH2:13][S:12](=[O:16])(=[O:15])[CH2:11][CH2:10]1. The catalyst is C1(C)C=CC=CC=1. The product is [ClH:1].[NH:9]1[CH2:14][CH2:13][S:12](=[O:16])(=[O:15])[CH2:11][CH2:10]1. The yield is 0.360. (3) The reactants are C[O:2][C:3]([C:5]1[S:9][C:8]([CH2:10][CH2:11][C:12]2[C:13]([C:18]3[CH:23]=[CH:22][CH:21]=[CH:20][N:19]=3)=[N:14][O:15][C:16]=2[CH3:17])=[N:7][CH:6]=1)=[O:4].O.[OH-].[Li+]. The catalyst is C1COCC1.O. The product is [CH3:17][C:16]1[O:15][N:14]=[C:13]([C:18]2[CH:23]=[CH:22][CH:21]=[CH:20][N:19]=2)[C:12]=1[CH2:11][CH2:10][C:8]1[S:9][C:5]([C:3]([OH:4])=[O:2])=[CH:6][N:7]=1. The yield is 0.960. (4) The reactants are C([N:8]1[CH:13]2[CH2:14][CH2:15][CH:9]1[CH2:10][CH:11]([OH:16])[CH2:12]2)C1C=CC=CC=1.C([O-])=O.[NH4+].[C:29](O[C:29]([O:31][C:32]([CH3:35])([CH3:34])[CH3:33])=[O:30])([O:31][C:32]([CH3:35])([CH3:34])[CH3:33])=[O:30].C(N(CC)CC)C.C(=O)([O-])O.[Na+]. The product is [OH:16][CH:11]1[CH2:12][CH:13]2[N:8]([C:29]([O:31][C:32]([CH3:33])([CH3:34])[CH3:35])=[O:30])[CH:9]([CH2:15][CH2:14]2)[CH2:10]1. The yield is 0.930. The catalyst is C(O)C.[Pd]. (5) The reactants are [CH2:1]([O:4][C:5]([N:7]1[CH2:11][C@H:10]([OH:12])[CH2:9][C@H:8]1[C:13](OC)=[O:14])=[O:6])[CH:2]=[CH2:3].[Li+].[BH4-]. The catalyst is C1COCC1. The product is [CH2:1]([O:4][C:5]([N:7]1[CH2:11][C@H:10]([OH:12])[CH2:9][C@H:8]1[CH2:13][OH:14])=[O:6])[CH:2]=[CH2:3]. The yield is 0.990. (6) The reactants are [F:1][CH:2]([F:27])[C:3]1([C:19]2[CH:24]=[CH:23][CH:22]=[C:21]([F:25])[C:20]=2[CH3:26])[CH:9]2[CH:7]([CH2:8]2)[O:6][C:5]([NH:10]C(=O)C2C=CC=CC=2)=[N:4]1.N12CCCN=C1CCCCC2. The catalyst is CO. The product is [F:27][CH:2]([F:1])[C:3]1([C:19]2[CH:24]=[CH:23][CH:22]=[C:21]([F:25])[C:20]=2[CH3:26])[CH:9]2[CH:7]([CH2:8]2)[O:6][C:5]([NH2:10])=[N:4]1. The yield is 0.651. (7) The reactants are [CH3:1][O:2][C:3](/[CH:5]=[CH:6]/[C:7]1[CH:12]=[CH:11][C:10]([OH:13])=[CH:9][CH:8]=1)=[O:4].Cl[CH2:15][CH2:16][CH2:17][CH2:18][CH2:19][CH2:20][OH:21].C([O-])([O-])=O.[K+].[K+].O. The catalyst is CN1CCCC1=O. The product is [CH3:1][O:2][C:3](=[O:4])[CH:5]=[CH:6][C:7]1[CH:8]=[CH:9][C:10]([O:13][CH2:15][CH2:16][CH2:17][CH2:18][CH2:19][CH2:20][OH:21])=[CH:11][CH:12]=1. The yield is 0.720. (8) The reactants are [CH3:1][C:2]1[CH:11]=[CH:10][C:5]([C:6]([O:8][CH3:9])=[O:7])=[CH:4][N:3]=1.C1C(=O)N([Br:19])C(=O)C1.CC(N=NC(C#N)(C)C)(C#N)C.C(=O)([O-])O.[Na+]. The catalyst is C(OCC)(=O)C. The product is [Br:19][CH2:1][C:2]1[CH:11]=[CH:10][C:5]([C:6]([O:8][CH3:9])=[O:7])=[CH:4][N:3]=1. The yield is 0.280. (9) The reactants are C1([CH2:4][N:5]2[CH2:25][CH2:24][C@@:12]34[C:13]5[C:18]6[CH2:19][C@@H:6]2[C@H:7]3[CH2:8][C@H:9]([C@:27]([OH:33])([C:29]([CH3:32])([CH3:31])[CH3:30])[CH3:28])[C@H:10]([OH:26])[C@@H:11]4[O:23][C:14]=5[C:15]([OH:22])=[C:16]2[CH2:21][CH2:20][C:17]2=6)CC1.C[C@@](O)(C(C)(C)C)[C@@H]1[C@]2(OC)[C@@H]3OC4=C(O)C=CC5=C4[C@]43CCN(CC3CC3)[C@H](C5)[C@@]4(CC2)C1. No catalyst specified. The product is [CH3:30][C:29]([CH3:32])([CH3:31])[C@:27]([C@H:9]1[CH2:8][C@H:7]2[C@@:12]34[CH2:24][CH2:25][N:5]([CH3:4])[C@@H:6]2[CH2:19][C:18]2[C:13]3=[C:14]([O:23][C@H:11]4[C@H:10]1[OH:26])[C:15]([OH:22])=[C:16]1[CH2:21][CH2:20][C:17]1=2)([OH:33])[CH3:28]. The yield is 0.825. (10) The reactants are Cl[C:2]1[CH:3]=[CH:4][C:5]2[O:14][CH2:13][CH2:12][C:11]3[CH:10]=[C:9]([C:15]4[N:16]([C:20]5[CH:25]=[CH:24][C:23]([F:26])=[CH:22][C:21]=5[F:27])[N:17]=[CH:18][N:19]=4)[S:8][C:7]=3[C:6]=2[N:28]=1.C[Si](C)(C)[O:31][CH:32]([CH3:35])[CH2:33][NH2:34].CC(C1C=C(C(C)C)C(C2C=CC=CC=2P(C2CCCCC2)C2CCCCC2)=C(C(C)C)C=1)C.CC(C)([O-])C. The catalyst is O1CCOCC1.CC([O-])=O.CC([O-])=O.[Pd+2]. The product is [F:27][C:21]1[CH:22]=[C:23]([F:26])[CH:24]=[CH:25][C:20]=1[N:16]1[C:15]([C:9]2[S:8][C:7]3[C:6]4[N:28]=[C:2]([NH:34][CH2:33][CH:32]([OH:31])[CH3:35])[CH:3]=[CH:4][C:5]=4[O:14][CH2:13][CH2:12][C:11]=3[CH:10]=2)=[N:19][CH:18]=[N:17]1. The yield is 0.340.